From a dataset of Full USPTO retrosynthesis dataset with 1.9M reactions from patents (1976-2016). Predict the reactants needed to synthesize the given product. (1) Given the product [CH3:1][N:2]1[C:6]([NH2:7])=[C:5]([C:18]2[CH2:23][CH2:22][CH2:21][CH2:20][CH:19]=2)[C:4]([CH:8]2[CH2:13][CH2:12][CH2:11][CH2:10][NH:9]2)=[N:3]1.[CH:14]([O:16][CH2:17][C:18]1[CH:23]=[CH:22][CH:21]=[CH:20][CH:19]=1)=[O:15], predict the reactants needed to synthesize it. The reactants are: [CH3:1][N:2]1[C:6]([NH2:7])=[CH:5][C:4]([CH:8]2[CH2:13][CH2:12][CH2:11][CH2:10][NH:9]2)=[N:3]1.[CH:14]([O:16][CH2:17][C:18]1[CH:23]=[CH:22][CH:21]=[CH:20][CH:19]=1)=[O:15].C(O)C.C1(=O)CCCCC1. (2) Given the product [ClH:1].[C:31]([N:34]1[CH2:39][CH2:38][N:37]([C:24]2[CH:25]=[C:26]([CH3:27])[C:21]([O:20][CH2:19][CH2:18][CH2:17][N:14]3[CH2:15][CH2:16][N:11]([C:7]4[C:4]5[CH:5]=[CH:6][S:2][C:3]=5[CH:10]=[CH:9][CH:8]=4)[CH2:12][CH2:13]3)=[C:22]([O:29][CH3:30])[CH:23]=2)[CH2:36][CH2:35]1)(=[O:33])[CH3:32], predict the reactants needed to synthesize it. The reactants are: [ClH:1].[S:2]1[CH:6]=[CH:5][C:4]2[C:7]([N:11]3[CH2:16][CH2:15][N:14]([CH2:17][CH2:18][CH2:19][O:20][C:21]4[C:26]([CH3:27])=[CH:25][C:24](Br)=[CH:23][C:22]=4[O:29][CH3:30])[CH2:13][CH2:12]3)=[CH:8][CH:9]=[CH:10][C:3]1=2.[C:31]([N:34]1[CH2:39][CH2:38][NH:37][CH2:36][CH2:35]1)(=[O:33])[CH3:32].C1(P(C2C=CC=CC=2)C2C=CC3C(=CC=CC=3)C=2C2C3C(=CC=CC=3)C=CC=2P(C2C=CC=CC=2)C2C=CC=CC=2)C=CC=CC=1.CC(C)([O-])C.[Na+]. (3) The reactants are: [C:1]([C:4]1[CH:9]=[CH:8][N:7]=[CH:6][CH:5]=1)(=[O:3])[CH3:2].[CH3:10][O:11][S:12]([C:15]1[CH:20]=[CH:19][C:18]([CH3:21])=[CH:17][CH:16]=1)(=[O:14])=[O:13]. Given the product [C:18]1([CH3:21])[CH:17]=[CH:16][C:15]([S:12]([O-:14])(=[O:11])=[O:13])=[CH:20][CH:19]=1.[C:1]([C:4]1[CH:9]=[CH:8][N+:7]([CH3:10])=[CH:6][CH:5]=1)(=[O:3])[CH3:2], predict the reactants needed to synthesize it. (4) Given the product [CH3:11][O:12][C:13](=[O:32])[C@H:14]([CH2:23][C:24]1[CH:29]=[CH:28][C:27]([O:30][CH2:4][C:3]2[C:2]([Cl:1])=[CH:9][CH:8]=[CH:7][C:6]=2[Cl:10])=[C:26]([O:31][CH2:4][C:3]2[C:2]([Cl:1])=[CH:9][CH:8]=[CH:7][C:6]=2[Cl:10])[CH:25]=1)[NH:15][C:16]([O:18][C:19]([CH3:22])([CH3:20])[CH3:21])=[O:17], predict the reactants needed to synthesize it. The reactants are: [Cl:1][C:2]1[CH:9]=[CH:8][CH:7]=[C:6]([Cl:10])[C:3]=1[CH2:4]Cl.[CH3:11][O:12][C:13](=[O:32])[C@H:14]([CH2:23][C:24]1[CH:29]=[CH:28][C:27]([OH:30])=[C:26]([OH:31])[CH:25]=1)[NH:15][C:16]([O:18][C:19]([CH3:22])([CH3:21])[CH3:20])=[O:17].C([O-])([O-])=O.[K+].[K+]. (5) Given the product [CH3:18][C:19]1[CH:20]=[N:21][N:22]([CH:37]2[CH2:42][CH2:41][CH2:40][CH2:39][O:38]2)[C:23]=1[C:2]1[CH:11]=[C:10]2[C:5]([CH:6]=[C:7]([NH:12][C:13]([CH:15]3[CH2:17][CH2:16]3)=[O:14])[N:8]=[CH:9]2)=[CH:4][CH:3]=1, predict the reactants needed to synthesize it. The reactants are: Br[C:2]1[CH:11]=[C:10]2[C:5]([CH:6]=[C:7]([NH:12][C:13]([CH:15]3[CH2:17][CH2:16]3)=[O:14])[N:8]=[CH:9]2)=[CH:4][CH:3]=1.[CH3:18][C:19]1[CH:20]=[N:21][N:22]([CH:37]2[CH2:42][CH2:41][CH2:40][CH2:39][O:38]2)[C:23]=1[Sn](CCCC)(CCCC)CCCC.CN(C)C=O.[F-].[Cs+]. (6) The reactants are: [N:1]1([CH2:10][C:11]([O:13]C(C)(C)C)=[O:12])[C:9]2[C:4](=[N:5][CH:6]=[CH:7][CH:8]=2)[CH:3]=[N:2]1. Given the product [N:1]1([CH2:10][C:11]([OH:13])=[O:12])[C:9]2[C:4](=[N:5][CH:6]=[CH:7][CH:8]=2)[CH:3]=[N:2]1, predict the reactants needed to synthesize it.